Dataset: Reaction yield outcomes from USPTO patents with 853,638 reactions. Task: Predict the reaction yield, written as a fraction of the theoretical maximum amount of product (1.0 means a 100% yield; for example, 0.34 means a 34% yield). (1) The reactants are [F:1][C:2]1[CH:10]=[CH:9][C:8]2[C:4](=[C:5]3[NH:14][C:13](=[O:15])[CH:12]=[C:11]([CH:16]4[CH2:21][CH2:20][N:19](C(OC(C)(C)C)=O)[CH2:18][CH2:17]4)[N:6]3[N:7]=2)[C:3]=1[C:29]1[CH:34]=[CH:33][CH:32]=[CH:31][CH:30]=1.[ClH:35]. The catalyst is O1CCOCC1. The product is [ClH:35].[F:1][C:2]1[CH:10]=[CH:9][C:8]2[C:4](=[C:5]3[NH:14][C:13](=[O:15])[CH:12]=[C:11]([CH:16]4[CH2:21][CH2:20][NH:19][CH2:18][CH2:17]4)[N:6]3[N:7]=2)[C:3]=1[C:29]1[CH:34]=[CH:33][CH:32]=[CH:31][CH:30]=1. The yield is 0.980. (2) The reactants are [CH3:1][O:2][C:3]([C:5]1[CH:6]=[C:7]([C:14]2[CH:19]=[CH:18][CH:17]=[C:16]([Cl:20])[CH:15]=2)[C:8]([NH2:13])=[C:9]([O:11]C)[CH:10]=1)=[O:4].B(Br)(Br)Br. The catalyst is C(Cl)Cl. The product is [CH3:1][O:2][C:3]([C:5]1[CH:6]=[C:7]([C:14]2[CH:19]=[CH:18][CH:17]=[C:16]([Cl:20])[CH:15]=2)[C:8]([NH2:13])=[C:9]([OH:11])[CH:10]=1)=[O:4]. The yield is 1.00. (3) The reactants are [CH3:1][O:2][C:3]1[CH:8]=[CH:7][C:6]([C:9]2[C:17]([C:18](=O)[CH:19]([CH3:21])[CH3:20])=[C:12]3[CH:13]=[CH:14][CH:15]=[CH:16][N:11]3[N:10]=2)=[CH:5][CH:4]=1.Cl.[NH2:24][OH:25].[OH-].[Na+].Cl. The catalyst is CCO.O. The product is [CH3:1][O:2][C:3]1[CH:8]=[CH:7][C:6]([C:9]2[C:17]([C:18](=[N:24][OH:25])[CH:19]([CH3:21])[CH3:20])=[C:12]3[CH:13]=[CH:14][CH:15]=[CH:16][N:11]3[N:10]=2)=[CH:5][CH:4]=1. The yield is 0.505. (4) The yield is 0.950. The product is [C:1]([O:5][C:6]([N:8]1[CH2:14][C:13]2[CH:15]=[C:16]([B:24]([OH:25])[OH:23])[CH:17]=[CH:18][C:12]=2[O:11][CH2:10][CH2:9]1)=[O:7])([CH3:4])([CH3:3])[CH3:2]. The reactants are [C:1]([O:5][C:6]([N:8]1[CH2:14][C:13]2[CH:15]=[C:16](Br)[CH:17]=[CH:18][C:12]=2[O:11][CH2:10][CH2:9]1)=[O:7])([CH3:4])([CH3:3])[CH3:2].C([O:23][B:24](OC(C)C)[O:25]C(C)C)(C)C.C([Li])CCC. The catalyst is O1CCCC1. (5) The reactants are [Br:1][C:2]1[N:6]2[C:7](=[O:13])[CH:8]=[C:9]([CH2:11]Cl)[N:10]=[C:5]2[S:4][C:3]=1[CH3:14].[I-].[K+].C(=O)([O-])[O-].[K+].[K+].[CH2:23]([C:25]1[NH:29][N:28]=[C:27]([C:30]([F:33])([F:32])[F:31])[CH:26]=1)[CH3:24]. The catalyst is CC#N. The product is [Br:1][C:2]1[N:6]2[C:7](=[O:13])[CH:8]=[C:9]([CH2:11][N:29]3[C:25]([CH2:23][CH3:24])=[CH:26][C:27]([C:30]([F:31])([F:32])[F:33])=[N:28]3)[N:10]=[C:5]2[S:4][C:3]=1[CH3:14]. The yield is 0.630. (6) The reactants are [H-].[Na+].[CH2:3]([C:7]1[C:11]([CH2:12][OH:13])=[C:10](/[CH:14]=[CH:15]/[C:16]2[CH:21]=[CH:20][CH:19]=[CH:18][CH:17]=2)[O:9][N:8]=1)[CH2:4][CH2:5][CH3:6].Br[C:23]1[CH:32]=[CH:31][C:26]([C:27]([O:29][CH3:30])=[O:28])=[CH:25][N:24]=1. The catalyst is C1COCC1. The product is [CH3:30][O:29][C:27](=[O:28])[C:26]1[CH:31]=[CH:32][C:23]([O:13][CH2:12][C:11]2[C:7]([CH2:3][CH2:4][CH2:5][CH3:6])=[N:8][O:9][C:10]=2/[CH:14]=[CH:15]/[C:16]2[CH:21]=[CH:20][CH:19]=[CH:18][CH:17]=2)=[N:24][CH:25]=1. The yield is 0.770. (7) The reactants are N([O-])=O.[Na+].[F:5][C:6]([F:15])([F:14])[C:7]1[CH:8]=[C:9]([CH:11]=[CH:12][CH:13]=1)N.[C:16]([O:20][CH3:21])(=[O:19])[CH:17]=[CH2:18].[ClH:22]. The catalyst is O.CC(C)=O. The product is [Cl:22][CH:17]([CH2:18][C:9]1[CH:11]=[CH:12][CH:13]=[C:7]([C:6]([F:15])([F:14])[F:5])[CH:8]=1)[C:16]([O:20][CH3:21])=[O:19]. The yield is 0.740. (8) The reactants are [Cl:1][C:2]1[CH:32]=[C:31]([N+:33]([O-:35])=[O:34])[CH:30]=[C:29]([CH3:36])[C:3]=1[O:4][C:5]1[CH:19]=[CH:18][C:8]([O:9]COCC[Si](C)(C)C)=[C:7]([CH2:20][O:21][C:22]2[CH:27]=[CH:26][C:25]([F:28])=[CH:24][CH:23]=2)[CH:6]=1.C1COCC1.S(=O)(=O)(O)O. The catalyst is CO. The product is [Cl:1][C:2]1[CH:32]=[C:31]([N+:33]([O-:35])=[O:34])[CH:30]=[C:29]([CH3:36])[C:3]=1[O:4][C:5]1[CH:19]=[CH:18][C:8]([OH:9])=[C:7]([CH2:20][O:21][C:22]2[CH:23]=[CH:24][C:25]([F:28])=[CH:26][CH:27]=2)[CH:6]=1. The yield is 0.150. (9) The reactants are [F:1][C:2]1[CH:7]=[CH:6][C:5]([N:8]2[C:12]([C:13]3[N:14]=[CH:15][NH:16][CH:17]=3)=[C:11]([CH3:18])[N:10]=[N:9]2)=[CH:4][CH:3]=1.F[C:20]1[CH:25]=[CH:24][C:23]([C:26]([F:29])([F:28])[F:27])=[CH:22][CH:21]=1.C(=O)([O-])[O-].[K+].[K+].Cl. The catalyst is CN(C=O)C. The product is [F:1][C:2]1[CH:7]=[CH:6][C:5]([N:8]2[C:12]([C:13]3[N:14]=[CH:15][N:16]([C:20]4[CH:25]=[CH:24][C:23]([C:26]([F:29])([F:28])[F:27])=[CH:22][CH:21]=4)[CH:17]=3)=[C:11]([CH3:18])[N:10]=[N:9]2)=[CH:4][CH:3]=1. The yield is 0.430.